Dataset: Reaction yield outcomes from USPTO patents with 853,638 reactions. Task: Predict the reaction yield, written as a fraction of the theoretical maximum amount of product (1.0 means a 100% yield; for example, 0.34 means a 34% yield). The reactants are [C:1]([C:5]1[NH:6][C:7]2[N:8]([CH:28]=1)[C:9](=O)[C:10]([C:16]1[C:20]3[CH:21]=[CH:22][C:23]([O:25][CH3:26])=[CH:24][C:19]=3[O:18][CH:17]=1)=[C:11]([CH3:15])[C:12]=2[C:13]#[N:14])([CH3:4])([CH3:3])[CH3:2].P(Cl)(Cl)([Cl:31])=O. No catalyst specified. The product is [C:1]([C:5]1[N:6]=[C:7]2[C:12]([C:13]#[N:14])=[C:11]([CH3:15])[C:10]([C:16]3[C:20]4[CH:21]=[CH:22][C:23]([O:25][CH3:26])=[CH:24][C:19]=4[O:18][CH:17]=3)=[C:9]([Cl:31])[N:8]2[CH:28]=1)([CH3:4])([CH3:3])[CH3:2]. The yield is 0.770.